Dataset: Forward reaction prediction with 1.9M reactions from USPTO patents (1976-2016). Task: Predict the product of the given reaction. (1) Given the reactants [N:1]([C@@H:4]1[C:9](=[O:10])[O:8][C@H:7]([C:11](=O)[CH2:12][O:13][Si:14]([C:17]([CH3:20])([CH3:19])[CH3:18])([CH3:16])[CH3:15])[C@@H:6]2[O:22][C:23]([CH3:26])([CH3:25])[O:24][C@H:5]12)=[N+]=[N-].P(OCC)(OCC)OCC, predict the reaction product. The product is: [Si:14]([O:13][CH2:12][C:11]1[CH:7]2[O:8][C:9](=[O:10])[CH:4]([CH:5]3[CH:6]2[O:22][C:23]([CH3:26])([CH3:25])[O:24]3)[N:1]=1)([C:17]([CH3:20])([CH3:19])[CH3:18])([CH3:16])[CH3:15]. (2) Given the reactants [C:1]1(=[O:11])[O:6][C:4](=O)[C:3]2=[CH:7][CH:8]=[CH:9][CH:10]=[C:2]12.[NH2:12][C@H:13]([CH2:18][OH:19])[CH2:14][CH:15]([CH3:17])[CH3:16].C(N(CC)CC)C, predict the reaction product. The product is: [OH:19][CH2:18][C@@H:13]([N:12]1[C:1](=[O:11])[C:2]2[C:3](=[CH:7][CH:8]=[CH:9][CH:10]=2)[C:4]1=[O:6])[CH2:14][CH:15]([CH3:17])[CH3:16]. (3) The product is: [Cl:23][C:21]1[N:22]=[C:17]([NH:16][C:13]2[CH:12]=[CH:11][C:10]([CH2:9][P:4]3(=[O:8])[O:3][CH2:1][CH2:7][CH2:6][O:5]3)=[CH:15][CH:14]=2)[C:47]([C:51]([F:54])([F:53])[F:52])=[CH:46][N:45]=1. Given the reactants [CH2:1]([O:3][P:4]([CH2:9][C:10]1[CH:15]=[CH:14][C:13]([NH:16][C:17]2[N:22]=[C:21]([Cl:23])C(C(F)(F)F)=CN=2)=[CH:12][CH:11]=1)(=[O:8])[O:5][CH2:6][CH3:7])C.O=P1(CC2C=CC(N)=CC=2)OCCCO1.ClC1N=C(Cl)[C:47]([C:51]([F:54])([F:53])[F:52])=[CH:46][N:45]=1, predict the reaction product. (4) Given the reactants [C:1](Cl)(=[O:5])[C:2](Cl)=[O:3].[CH:7]1([CH3:17])[CH2:12][CH2:11][CH:10]([CH:13]([CH3:15])[CH3:14])[CH:9]([OH:16])[CH2:8]1.OS(O)(=O)=O, predict the reaction product. The product is: [CH:13]([C@@H:10]1[CH2:11][CH2:12][C@@H:7]([CH3:17])[CH2:8][C@H:9]1[O:16][C:1](=[O:5])[C:2]([O:16][C@@H:9]1[CH2:8][C@H:7]([CH3:17])[CH2:12][CH2:11][C@H:10]1[CH:13]([CH3:15])[CH3:14])=[O:3])([CH3:14])[CH3:15]. (5) Given the reactants [CH3:1][C:2]1([CH3:10])[O:9][C:7](=[O:8])[CH2:6][C:4](=[O:5])[O:3]1.N1C=CC=CC=1.[CH3:17][O:18][CH2:19][C:20](Cl)=[O:21], predict the reaction product. The product is: [CH3:17][O:18][CH2:19][C:20]([CH:6]1[C:7](=[O:8])[O:9][C:2]([CH3:10])([CH3:1])[O:3][C:4]1=[O:5])=[O:21]. (6) Given the reactants [C:1]([C:4]1[CH:9]=[CH:8][C:7]([C:10]2[CH:15]=[CH:14][C:13]([CH2:16][C@H:17]([NH:20][C:21]([C:23]3([NH:29]C(=O)OC(C)(C)C)[CH2:28][CH2:27][O:26][CH2:25][CH2:24]3)=[O:22])[C:18]#[N:19])=[CH:12][CH:11]=2)=[CH:6][C:5]=1[F:37])(=[O:3])[NH2:2].O, predict the reaction product. The product is: [NH2:29][C:23]1([C:21]([NH:20][C@H:17]([C:18]#[N:19])[CH2:16][C:13]2[CH:12]=[CH:11][C:10]([C:7]3[CH:8]=[CH:9][C:4]([C:1](=[O:3])[NH2:2])=[C:5]([F:37])[CH:6]=3)=[CH:15][CH:14]=2)=[O:22])[CH2:24][CH2:25][O:26][CH2:27][CH2:28]1.